Dataset: NCI-60 drug combinations with 297,098 pairs across 59 cell lines. Task: Regression. Given two drug SMILES strings and cell line genomic features, predict the synergy score measuring deviation from expected non-interaction effect. Drug 1: CC1=C2C(C(=O)C3(C(CC4C(C3C(C(C2(C)C)(CC1OC(=O)C(C(C5=CC=CC=C5)NC(=O)OC(C)(C)C)O)O)OC(=O)C6=CC=CC=C6)(CO4)OC(=O)C)OC)C)OC. Drug 2: C(=O)(N)NO. Cell line: OVCAR-5. Synergy scores: CSS=55.5, Synergy_ZIP=7.57, Synergy_Bliss=9.79, Synergy_Loewe=-21.0, Synergy_HSA=10.1.